Dataset: Full USPTO retrosynthesis dataset with 1.9M reactions from patents (1976-2016). Task: Predict the reactants needed to synthesize the given product. (1) The reactants are: [CH3:1][C:2]1[N:7]=[C:6]2[S:8][C:9]3[CH2:13][CH2:12][CH2:11][C:10]=3[C:5]2=[C:4]([C:14]2[CH:19]=[CH:18][C:17]([Cl:20])=[CH:16][CH:15]=2)[C:3]=1[CH:21]([CH2:26][CH2:27][CH3:28])[C:22]([O:24]C)=[O:23].[OH-].[Na+]. Given the product [CH3:1][C:2]1[N:7]=[C:6]2[S:8][C:9]3[CH2:13][CH2:12][CH2:11][C:10]=3[C:5]2=[C:4]([C:14]2[CH:19]=[CH:18][C:17]([Cl:20])=[CH:16][CH:15]=2)[C:3]=1[CH:21]([CH2:26][CH2:27][CH3:28])[C:22]([OH:24])=[O:23], predict the reactants needed to synthesize it. (2) Given the product [O:38]=[C:19]1[CH2:20][CH2:21][C@@H:22]([CH:23]=[CH:24][Sn:25]([CH2:26][CH2:27][CH2:28][CH3:29])([CH2:34][CH2:35][CH2:36][CH3:37])[CH2:30][CH2:31][CH2:32][CH3:33])[C@@H:18]1[CH2:17][CH2:16][CH2:15][CH2:14][CH2:13][CH2:12][C:11]([OH:39])=[O:10], predict the reactants needed to synthesize it. The reactants are: P([O-])(O)(O)=O.[K+].[OH-].[Na+].C[O:10][C:11](=[O:39])[CH2:12][CH2:13][CH2:14][CH2:15][CH2:16][CH2:17][C@H:18]1[C@H:22]([CH:23]=[CH:24][Sn:25]([CH2:34][CH2:35][CH2:36][CH3:37])([CH2:30][CH2:31][CH2:32][CH3:33])[CH2:26][CH2:27][CH2:28][CH3:29])[CH2:21][CH2:20][C:19]1=[O:38].Cl. (3) Given the product [C:3]([C:7]1[CH:12]=[C:11]([Cl:13])[CH:10]=[CH:9][C:8]=1[N:14]1[CH2:19][CH2:18][N:17]([C:28](=[O:34])[C:29]([O:31][CH2:32][CH3:33])=[O:30])[CH2:16][CH2:15]1)([CH3:6])([CH3:4])[CH3:5], predict the reactants needed to synthesize it. The reactants are: Cl.Cl.[C:3]([C:7]1[CH:12]=[C:11]([Cl:13])[CH:10]=[CH:9][C:8]=1[N:14]1[CH2:19][CH2:18][NH:17][CH2:16][CH2:15]1)([CH3:6])([CH3:5])[CH3:4].C(N(CC)CC)C.Cl[C:28](=[O:34])[C:29]([O:31][CH2:32][CH3:33])=[O:30]. (4) The reactants are: [CH3:1][N:2]1[C:6]2[CH:7]=[C:8]([C:11]3[CH:16]=[CH:15][CH:14]=[C:13]([O:17][CH2:18][CH:19]4[CH2:21][O:20]4)[CH:12]=3)[CH:9]=[CH:10][C:5]=2[N:4]=[CH:3]1.[CH2:22]1[C:30]2[C:25](=[CH:26][CH:27]=[CH:28][CH:29]=2)[CH2:24][NH:23]1. Given the product [CH2:22]1[C:30]2[C:25](=[CH:26][CH:27]=[CH:28][CH:29]=2)[CH2:24][N:23]1[CH2:21][CH:19]([OH:20])[CH2:18][O:17][C:13]1[CH:14]=[CH:15][CH:16]=[C:11]([C:8]2[CH:9]=[CH:10][C:5]3[N:4]=[CH:3][N:2]([CH3:1])[C:6]=3[CH:7]=2)[CH:12]=1, predict the reactants needed to synthesize it. (5) The reactants are: [CH3:1][C:2]1[O:6][N:5]=[C:4]([C:7]2[CH:12]=[CH:11][CH:10]=[CH:9][CH:8]=2)[C:3]=1[C:13]1[N:14]=[C:15]2[CH:20]=[CH:19][C:18]([C:21]([OH:23])=O)=[CH:17][N:16]2[CH:24]=1.[CH3:45][C:43]1O[N:40]=[C:41](C2C=CC=CC=2)[C:42]=1C1N=C2C=[C:43]([C:45](O)=O)[CH:42]=[CH:41][N:40]2C=1. Given the product [CH:41]1([NH:40][C:21]([C:18]2[CH:19]=[CH:20][C:15]3[N:16]([CH:24]=[C:13]([C:3]4[C:4]([C:7]5[CH:8]=[CH:9][CH:10]=[CH:11][CH:12]=5)=[N:5][O:6][C:2]=4[CH3:1])[N:14]=3)[CH:17]=2)=[O:23])[CH2:42][CH2:43][CH2:45]1, predict the reactants needed to synthesize it. (6) Given the product [CH:6]1([C:9]2[O:13][C:12]([C:14]#[N:16])=[CH:11][CH:10]=2)[CH2:8][CH2:7]1, predict the reactants needed to synthesize it. The reactants are: O=P(Cl)(Cl)Cl.[CH:6]1([C:9]2[O:13][C:12]([C:14]([NH2:16])=O)=[CH:11][CH:10]=2)[CH2:8][CH2:7]1.Cl. (7) Given the product [CH:1](=[N:8][N:9]([C:11]1[CH:12]=[CH:13][C:14]([CH:17]=[O:18])=[CH:15][CH:16]=1)[CH3:10])[C:2]1[CH:3]=[CH:4][CH:5]=[CH:6][CH:7]=1, predict the reactants needed to synthesize it. The reactants are: [CH:1](=[N:8][N:9]([C:11]1[CH:16]=[CH:15][C:14]([CH2:17][OH:18])=[CH:13][CH:12]=1)[CH3:10])[C:2]1[CH:7]=[CH:6][CH:5]=[CH:4][CH:3]=1. (8) Given the product [OH:1][CH:2]([C:6]1[CH:7]=[CH:8][C:9]([C:12]2[N:16]=[C:15]([C:17]3[O:21][N:20]=[C:19]([C:22]4[CH:27]=[CH:26][CH:25]=[CH:24][CH:23]=4)[C:18]=3[C:28]([F:31])([F:30])[F:29])[O:14][N:13]=2)=[CH:10][CH:11]=1)[C:3]([NH:40][CH2:39][CH2:38][C:33]1[CH:34]=[N:35][CH:36]=[CH:37][N:32]=1)=[O:5].[C:75]([OH:76])([C:28]([F:31])([F:30])[F:29])=[O:48], predict the reactants needed to synthesize it. The reactants are: [OH:1][CH:2]([C:6]1[CH:11]=[CH:10][C:9]([C:12]2[N:16]=[C:15]([C:17]3[O:21][N:20]=[C:19]([C:22]4[CH:27]=[CH:26][CH:25]=[CH:24][CH:23]=4)[C:18]=3[C:28]([F:31])([F:30])[F:29])[O:14][N:13]=2)=[CH:8][CH:7]=1)[C:3]([OH:5])=O.[N:32]1[CH:37]=[CH:36][N:35]=[CH:34][C:33]=1[CH2:38][CH2:39][NH2:40].CN(C([O:48]N1N=NC2C=CC=NC1=2)=[N+](C)C)C.F[P-](F)(F)(F)(F)F.CN1CCOCC1.CN([CH:75]=[O:76])C.